This data is from Full USPTO retrosynthesis dataset with 1.9M reactions from patents (1976-2016). The task is: Predict the reactants needed to synthesize the given product. (1) Given the product [CH3:1][O:2][C:3]1[CH:4]=[C:5]([CH:9]2[CH2:18][CH2:17][C:12](=[O:13])[CH2:11][CH2:10]2)[CH:6]=[CH:7][CH:8]=1, predict the reactants needed to synthesize it. The reactants are: [CH3:1][O:2][C:3]1[CH:4]=[C:5]([CH:9]2[CH2:18][CH2:17][C:12]3(OCC[O:13]3)[CH2:11][CH2:10]2)[CH:6]=[CH:7][CH:8]=1.Cl. (2) Given the product [Cl:18][C:17]1[C:8]([NH2:7])=[C:9]2[C:14](=[CH:15][CH:16]=1)[N:13]=[C:12]([N:19]1[CH2:20][CH2:21][O:22][CH2:23][CH2:24]1)[CH:11]=[CH:10]2, predict the reactants needed to synthesize it. The reactants are: C(OC(=O)[NH:7][C:8]1[C:17]([Cl:18])=[CH:16][CH:15]=[C:14]2[C:9]=1[CH:10]=[CH:11][C:12]([N:19]1[CH2:24][CH2:23][O:22][CH2:21][CH2:20]1)=[N:13]2)(C)(C)C.FC(F)(F)C(O)=O. (3) Given the product [CH:14]1([C:12]([C:6]2[CH:7]=[N:8][C:9]3[C:4]([C:5]=2[NH:17][C@H:18]2[CH2:23][CH2:22][C@H:21]([CH2:24][N:25]4[CH2:26][CH2:27][CH2:28][CH2:29]4)[CH2:20][CH2:19]2)=[CH:3][C:2]([C:35]2[CH:36]=[C:31]([Cl:30])[C:32]([OH:47])=[C:33]([Cl:46])[CH:34]=2)=[CH:11][CH:10]=3)=[O:13])[CH2:16][CH2:15]1, predict the reactants needed to synthesize it. The reactants are: Br[C:2]1[CH:3]=[C:4]2[C:9](=[CH:10][CH:11]=1)[N:8]=[CH:7][C:6]([C:12]([CH:14]1[CH2:16][CH2:15]1)=[O:13])=[C:5]2[NH:17][C@H:18]1[CH2:23][CH2:22][C@H:21]([CH2:24][N:25]2[CH2:29][CH2:28][CH2:27][CH2:26]2)[CH2:20][CH2:19]1.[Cl:30][C:31]1[CH:36]=[C:35](B2OC(C)(C)C(C)(C)O2)[CH:34]=[C:33]([Cl:46])[C:32]=1[OH:47].C([O-])([O-])=O.[Cs+].[Cs+]. (4) Given the product [F:1][C:2]1[CH:7]=[C:6]([OH:8])[CH:5]=[C:4]([O:9][CH2:11][CH:12]([CH3:14])[CH3:13])[CH:3]=1, predict the reactants needed to synthesize it. The reactants are: [F:1][C:2]1[CH:3]=[C:4]([OH:9])[CH:5]=[C:6]([OH:8])[CH:7]=1.Br[CH2:11][CH:12]([CH3:14])[CH3:13].C([O-])([O-])=O.[K+].[K+].O. (5) Given the product [Br:1][C:2]1[CH:3]=[C:4]([C:23]2[O:25][N:26]=[C:27]([C:28]3[CH:33]=[CH:32][C:31]([CH3:34])=[CH:30][CH:29]=3)[CH:24]=2)[C:5]([N:8]([C:16]([O:18][C:19]([CH3:22])([CH3:21])[CH3:20])=[O:17])[C:9](=[O:15])[O:10][C:11]([CH3:13])([CH3:14])[CH3:12])=[N:6][CH:7]=1, predict the reactants needed to synthesize it. The reactants are: [Br:1][C:2]1[CH:3]=[C:4]([C:23]#[CH:24])[C:5]([N:8]([C:16]([O:18][C:19]([CH3:22])([CH3:21])[CH3:20])=[O:17])[C:9](=[O:15])[O:10][C:11]([CH3:14])([CH3:13])[CH3:12])=[N:6][CH:7]=1.[OH:25][N:26]=[C:27](Cl)[C:28]1[CH:33]=[CH:32][C:31]([CH3:34])=[CH:30][CH:29]=1.CCN(CC)CC. (6) Given the product [F:1][C:2]1[CH:3]=[C:4]([CH:14]([NH:16][C:17]([C:19]2[N:20]=[C:21]([O:36][C:31]3[CH:32]=[CH:33][CH:34]=[C:35]4[C:30]=3[CH2:29][CH2:28][CH:27]4[C:26]([F:25])([F:37])[F:38])[O:22][CH:23]=2)=[O:18])[CH3:15])[CH:5]=[C:6]([F:13])[C:7]=1[NH:8][S:9]([CH3:12])(=[O:11])=[O:10], predict the reactants needed to synthesize it. The reactants are: [F:1][C:2]1[CH:3]=[C:4]([CH:14]([NH:16][C:17]([C:19]2[N:20]=[C:21](Cl)[O:22][CH:23]=2)=[O:18])[CH3:15])[CH:5]=[C:6]([F:13])[C:7]=1[NH:8][S:9]([CH3:12])(=[O:11])=[O:10].[F:25][C:26]([F:38])([F:37])[CH:27]1[C:35]2[CH:34]=[CH:33][CH:32]=[C:31]([OH:36])[C:30]=2[CH2:29][CH2:28]1. (7) Given the product [C:1]([C:3]1[C:11]2[C:6](=[N:7][CH:8]=[C:9]([F:21])[C:10]=2[C:12]2[CH:17]=[C:16]([F:18])[CH:15]=[CH:14][C:13]=2[O:19][CH3:20])[NH:5][C:4]=1[C:30]1[CH2:35][CH2:34][CH:33]([C:36]([O:38][CH2:39][CH3:40])=[O:37])[CH2:32][CH:31]=1)#[N:2], predict the reactants needed to synthesize it. The reactants are: [C:1]([C:3]1[C:11]2[C:6](=[N:7][CH:8]=[C:9]([F:21])[C:10]=2[C:12]2[CH:17]=[C:16]([F:18])[CH:15]=[CH:14][C:13]=2[O:19][CH3:20])[N:5](COCC[Si](C)(C)C)[C:4]=1[C:30]1[CH2:35][CH2:34][CH:33]([C:36]([O:38][CH2:39][CH3:40])=[O:37])[CH2:32][CH:31]=1)#[N:2].[F-].C([N+](CCCC)(CCCC)CCCC)CCC.C(N)CN. (8) Given the product [CH:16]([N:10]([CH:4]([CH3:3])[CH3:5])[CH2:9][CH3:8])([CH3:17])[CH3:19], predict the reactants needed to synthesize it. The reactants are: S1[C:5]2=CC=[CH:8][CH:9]=[N:10][C:4]2=[CH:3]C1.CN(C)C=O.[C:16](#N)[CH3:17].[C:19](=O)([O-])[O-].[K+].[K+]. (9) Given the product [C:1]1([NH:7][C:8]2[CH:13]=[CH:12][C:11]([CH2:14][C:15]3[CH:20]=[C:19]([C:21]4[C:22]([NH2:28])=[N:23][C:24]([NH2:27])=[CH:25][CH:26]=4)[O:17][N:16]=3)=[CH:10][CH:9]=2)[CH:6]=[CH:5][CH:4]=[CH:3][CH:2]=1, predict the reactants needed to synthesize it. The reactants are: [C:1]1([NH:7][C:8]2[CH:13]=[CH:12][C:11]([CH2:14][C:15](Cl)=[N:16][OH:17])=[CH:10][CH:9]=2)[CH:6]=[CH:5][CH:4]=[CH:3][CH:2]=1.[C:19]([C:21]1[C:22]([NH2:28])=[N:23][C:24]([NH2:27])=[CH:25][CH:26]=1)#[CH:20].C(N(CC)CC)C. (10) Given the product [CH3:1][N:2]([CH3:18])[C:3]1[CH:4]=[CH:5][C:6]([C:9]2[CH:14]=[CH:13][C:12]([NH2:15])=[CH:11][CH:10]=2)=[CH:7][CH:8]=1, predict the reactants needed to synthesize it. The reactants are: [CH3:1][N:2]([CH3:18])[C:3]1[CH:8]=[CH:7][C:6]([C:9]2[CH:14]=[CH:13][C:12]([N+:15]([O-])=O)=[CH:11][CH:10]=2)=[CH:5][CH:4]=1.CCOC(C)=O.